From a dataset of hERG potassium channel inhibition data for cardiac toxicity prediction from Karim et al.. Regression/Classification. Given a drug SMILES string, predict its toxicity properties. Task type varies by dataset: regression for continuous values (e.g., LD50, hERG inhibition percentage) or binary classification for toxic/non-toxic outcomes (e.g., AMES mutagenicity, cardiotoxicity, hepatotoxicity). Dataset: herg_karim. (1) The compound is COc1ncc(-c2ccc3cc(CCN4CCC[C@H]4C)ccc3c2)cn1. The result is 1 (blocker). (2) The molecule is CN(CCOc1ccc([N+](=O)[O-])cc1)CCc1ccccc1. The result is 1 (blocker). (3) The drug is CCCC[NH+](Cc1cncn1Cc1ccc(C#N)cc1)[C@H]1CCN(Cc2ccccc2)C1=O. The result is 1 (blocker). (4) The molecule is Cc1nc(C(=O)NCC(=O)O)c(O)c2ccc(Oc3ccccc3)cc12. The result is 0 (non-blocker). (5) The drug is Cc1cccc(Nc2nc(N[C@@H]3CCOC[C@@H]3N)ncc2C(N)=O)c1. The result is 1 (blocker). (6) The result is 1 (blocker). The molecule is COc1cc(N)c(Cl)cc1C(=O)N[C@@H]1CC[C@@H](CCCOc2ccc(F)cc2)C[C@H]1OC. (7) The drug is C[N+]CCCC(C#N)(c1ccc(OC)c(OC)c1)C(C)C. The result is 0 (non-blocker). (8) The drug is NC1=N[C@@]2(CO1)c1cc(-c3cccnc3F)ccc1Oc1c2cc(C2=CCOCC2)nc1F. The result is 0 (non-blocker). (9) The drug is CC1(C)[C@H](Nc2c(C(N)=O)cnn3cc(-c4ccnc(F)c4)cc23)CC[C@]1(C)N. The result is 0 (non-blocker). (10) The molecule is N#Cc1ccc(OC2CNC(C(=O)N3CCCN(C4CCC4)CC3)C2)cc1. The result is 0 (non-blocker).